From a dataset of Forward reaction prediction with 1.9M reactions from USPTO patents (1976-2016). Predict the product of the given reaction. Given the reactants [CH:1]1([N:5]2[C:10](=[O:11])[C:9]([C:12]([NH:14][CH2:15][C:16]([O:18]CC)=[O:17])=[O:13])=[C:8]([OH:21])[C:7]([C:22](OC)=[O:23])=[C:6]2[OH:26])[CH2:4][CH2:3][CH2:2]1.[CH2:27]([NH2:31])[CH:28]([CH3:30])[CH3:29].Cl, predict the reaction product. The product is: [CH:1]1([N:5]2[C:6]([OH:26])=[C:7]([C:22]([NH:31][CH2:27][CH:28]([CH3:30])[CH3:29])=[O:23])[C:8]([OH:21])=[C:9]([C:12]([NH:14][CH2:15][C:16]([OH:18])=[O:17])=[O:13])[C:10]2=[O:11])[CH2:4][CH2:3][CH2:2]1.